Predict the product of the given reaction. From a dataset of Forward reaction prediction with 1.9M reactions from USPTO patents (1976-2016). (1) Given the reactants O/[CH:2]=[C:3]1/[CH2:4][C:5]2([C:25]3[CH:30]=[CH:29][CH:28]=[CH:27][CH:26]=3)[C:14]3[N:13]=[C:12]([C:15]4[CH:20]=[CH:19][CH:18]=[CH:17][CH:16]=4)[N:11]=[CH:10][C:9]=3[CH2:8][CH2:7][CH:6]2[CH:21]([CH3:24])[C:22]/1=[O:23].Cl.[NH2:32]O, predict the reaction product. The product is: [CH3:24][CH:21]1[CH:6]2[CH2:7][CH2:8][C:9]3[CH:10]=[N:11][C:12]([C:15]4[CH:16]=[CH:17][CH:18]=[CH:19][CH:20]=4)=[N:13][C:14]=3[C:5]2([C:25]2[CH:26]=[CH:27][CH:28]=[CH:29][CH:30]=2)[CH2:4][C:3]2[CH:2]=[N:32][O:23][C:22]1=2. (2) Given the reactants [CH3:1][C@H:2]1[N:7]([C:8]2[CH:13]=[CH:12][C:11]([C:14]([F:17])([F:16])[F:15])=[CH:10][N:9]=2)[CH2:6][CH2:5][N:4]([CH2:18][C:19]2[C:20]([C:24]3[NH:28][CH:27]=[C:26]([C:29]#[N:30])[CH:25]=3)=[N:21][NH:22][CH:23]=2)[CH2:3]1.C([O-])([O-])=[O:32].[K+].[K+].OO, predict the reaction product. The product is: [CH3:1][C@H:2]1[N:7]([C:8]2[CH:13]=[CH:12][C:11]([C:14]([F:16])([F:15])[F:17])=[CH:10][N:9]=2)[CH2:6][CH2:5][N:4]([CH2:18][C:19]2[C:20]([C:24]3[NH:28][CH:27]=[C:26]([C:29]([NH2:30])=[O:32])[CH:25]=3)=[N:21][NH:22][CH:23]=2)[CH2:3]1. (3) Given the reactants C([N:3](C(=O)C1C=CC(O)=CC=1)[C:4]1[CH:9]=[C:8]([O:10][CH3:11])[CH:7]=[CH:6][C:5]=1[C@H:12]1[CH2:21][CH2:20][C:19]2[CH:18]=[C:17]([O:22]C(=O)C(C)(C)C)[CH:16]=[CH:15][C:14]=2[CH2:13]1)C.Cl[CH2:39][C:40]([N:42]([CH3:44])[CH3:43])=O, predict the reaction product. The product is: [CH3:43][N:42]([CH3:44])[CH2:40][CH2:39][O:10][C:8]1[CH:9]=[CH:4][C:5]([CH2:12][CH2:13][CH2:14][NH:3][C:4]2[CH:9]=[C:8]([O:10][CH3:11])[CH:7]=[CH:6][C:5]=2[C@H:12]2[CH2:21][CH2:20][C:19]3[CH:18]=[C:17]([OH:22])[CH:16]=[CH:15][C:14]=3[CH2:13]2)=[CH:6][CH:7]=1. (4) Given the reactants CO[CH:3]([O:22]C)[C:4]1[CH:9]=[CH:8][C:7]([CH2:10][C@@H:11]([OH:21])[C@H:12]([OH:20])[CH2:13][CH2:14][CH2:15][CH2:16][CH2:17][CH2:18][CH3:19])=[CH:6][CH:5]=1.[C:24](O)(=O)[CH3:25].[C:28]([O-])(O)=O.[Na+], predict the reaction product. The product is: [CH2:13]([C@H:12]1[O:20][C:24]([CH3:25])([CH3:28])[O:21][C@@H:11]1[CH2:10][C:7]1[CH:6]=[CH:5][C:4]([CH:3]=[O:22])=[CH:9][CH:8]=1)[CH2:14][CH2:15][CH2:16][CH2:17][CH2:18][CH3:19]. (5) The product is: [NH2:3][C:4]1[N:5]=[CH:6][C:7]2[S:12][C:11](=[O:18])[NH:10][C:8]=2[N:9]=1. Given the reactants [OH-].[Na+].[NH2:3][C:4]1[N:5]=[CH:6][C:7]2[S:12][C:11](=S)[NH:10][C:8]=2[N:9]=1.OO.NC(N)=[O:18].Cl, predict the reaction product. (6) Given the reactants [NH2:1][C:2]1[CH:7]=[CH:6][C:5]([Cl:8])=[CH:4][C:3]=1[C:9]([C:11]1[CH:16]=[CH:15][CH:14]=[CH:13][C:12]=1C)=[O:10].ClC1C=CC2N=[C:24](C3C=CC=CC=3)[O:25]C(=O)C=2C=1, predict the reaction product. The product is: [NH2:1][C:2]1[CH:7]=[CH:6][C:5]([Cl:8])=[CH:4][C:3]=1[C:9]([C:11]1[CH:16]=[CH:15][CH:14]=[C:13]([O:25][CH3:24])[CH:12]=1)=[O:10]. (7) The product is: [CH3:1][N:2]1[C:6]2[CH2:7][CH2:8][CH2:9][CH:10]([C:17]([O:16][CH3:15])=[O:18])[C:11](=[O:12])[C:5]=2[CH:4]=[N:3]1. Given the reactants [CH3:1][N:2]1[C:6]2[CH2:7][CH2:8][CH2:9][CH2:10][C:11](=[O:12])[C:5]=2[CH:4]=[N:3]1.[H-].[Na+].[CH3:15][O:16][C:17](=O)[O:18]C, predict the reaction product.